Task: Predict the reaction yield, written as a fraction of the theoretical maximum amount of product (1.0 means a 100% yield; for example, 0.34 means a 34% yield).. Dataset: Reaction yield outcomes from USPTO patents with 853,638 reactions (1) The reactants are I[C:2]1[C:10]2[O:9][CH:8]=[CH:7][C:6]=2[CH:5]=[C:4]([N+:11]([O-:13])=[O:12])[CH:3]=1.[NH2:14][CH2:15][CH2:16][N:17]1[CH2:22][CH2:21][O:20][CH2:19][CH2:18]1.CC([O-])(C)C.[Na+].CC1(C)C2C(=C(P(C3C=CC=CC=3)C3C=CC=CC=3)C=CC=2)OC2C(P(C3C=CC=CC=3)C3C=CC=CC=3)=CC=CC1=2. The catalyst is C1(C)C(C)=CC=CC=1.C1C=CC(/C=C/C(/C=C/C2C=CC=CC=2)=O)=CC=1.C1C=CC(/C=C/C(/C=C/C2C=CC=CC=2)=O)=CC=1.C1C=CC(/C=C/C(/C=C/C2C=CC=CC=2)=O)=CC=1.[Pd].[Pd]. The product is [N:17]1([CH2:16][CH2:15][NH:14][C:2]2[C:10]3[O:9][CH:8]=[CH:7][C:6]=3[CH:5]=[C:4]([N+:11]([O-:13])=[O:12])[CH:3]=2)[CH2:22][CH2:21][O:20][CH2:19][CH2:18]1. The yield is 0.970. (2) The reactants are [I:1]N1C(=O)CCC1=O.[CH3:9][O:10][C:11]([CH:13]1[CH2:18][CH2:17][CH:16]([C:19]2[CH:24]=[C:23]([N:25]([CH2:34][O:35][CH2:36][CH2:37][Si:38]([CH3:41])([CH3:40])[CH3:39])[CH2:26][O:27][CH2:28][CH2:29][Si:30]([CH3:33])([CH3:32])[CH3:31])[N:22]3[N:42]=[CH:43][CH:44]=[C:21]3[N:20]=2)[CH2:15][CH2:14]1)=[O:12]. The catalyst is C(#N)C. The product is [CH3:9][O:10][C:11]([CH:13]1[CH2:14][CH2:15][CH:16]([C:19]2[CH:24]=[C:23]([N:25]([CH2:34][O:35][CH2:36][CH2:37][Si:38]([CH3:41])([CH3:40])[CH3:39])[CH2:26][O:27][CH2:28][CH2:29][Si:30]([CH3:32])([CH3:33])[CH3:31])[N:22]3[N:42]=[CH:43][C:44]([I:1])=[C:21]3[N:20]=2)[CH2:17][CH2:18]1)=[O:12]. The yield is 0.828. (3) The reactants are Br[CH2:2][CH2:3][OH:4].Cl.Cl.[NH2:7][C:8]1[N:13]=[CH:12][N:11]=[C:10]2[N:14]([CH:18]([C:20]3[CH:21]=[C:22]([Cl:33])[C:23]([C:31]#[N:32])=[C:24]4[C:30]=3[O:29][CH2:28][CH2:27][NH:26][CH2:25]4)[CH3:19])[N:15]=[C:16]([CH3:17])[C:9]=12.C(N(CC)CC)C. The catalyst is CN(C)C=O. The product is [NH2:7][C:8]1[N:13]=[CH:12][N:11]=[C:10]2[N:14]([CH:18]([C:20]3[CH:21]=[C:22]([Cl:33])[C:23]([C:31]#[N:32])=[C:24]4[C:30]=3[O:29][CH2:28][CH2:27][N:26]([CH2:2][CH2:3][OH:4])[CH2:25]4)[CH3:19])[N:15]=[C:16]([CH3:17])[C:9]=12. The yield is 0.500. (4) The product is [F:26][C:2]([F:1])([F:25])[O:3][C:4]1[CH:5]=[CH:6][C:7]([C:10]2[C:14]3[CH2:15][CH2:16][C:17]4[CH:22]=[C:21]([CH:23]=[O:28])[CH:20]=[CH:19][C:18]=4[C:13]=3[O:12][N:11]=2)=[CH:8][CH:9]=1. The yield is 0.710. The reactants are [F:1][C:2]([F:26])([F:25])[O:3][C:4]1[CH:9]=[CH:8][C:7]([C:10]2[C:14]3[CH2:15][CH2:16][C:17]4[CH:22]=[C:21]([CH:23]=C)[CH:20]=[CH:19][C:18]=4[C:13]=3[O:12][N:11]=2)=[CH:6][CH:5]=1.I([O-])(=O)(=O)=[O:28].[Na+]. The catalyst is C1COCC1.O.[Os](=O)(=O)(=O)=O.